From a dataset of Reaction yield outcomes from USPTO patents with 853,638 reactions. Predict the reaction yield, written as a fraction of the theoretical maximum amount of product (1.0 means a 100% yield; for example, 0.34 means a 34% yield). The reactants are [NH2:1][C:2]1[CH:23]=[CH:22][C:5]([O:6][C:7]2[C:16]3[C:11](=[CH:12][C:13]([O:17][CH2:18][C@@H:19]([OH:21])[CH3:20])=[CH:14][CH:15]=3)[N:10]=[CH:9][CH:8]=2)=[CH:4][CH:3]=1.[CH3:24][N:25]1[C:29]([CH3:30])=[C:28]([C:31](O)=[O:32])[C:27](=[O:34])[N:26]1[C:35]1[CH:40]=[CH:39][CH:38]=[CH:37][CH:36]=1.CCN=C=NCCCN(C)C.C1C=NC2N(O)N=NC=2C=1. The catalyst is C(Cl)Cl. The product is [OH:21][C@@H:19]([CH3:20])[CH2:18][O:17][C:13]1[CH:12]=[C:11]2[C:16]([C:7]([O:6][C:5]3[CH:4]=[CH:3][C:2]([NH:1][C:31]([C:28]4[C:27](=[O:34])[N:26]([C:35]5[CH:36]=[CH:37][CH:38]=[CH:39][CH:40]=5)[N:25]([CH3:24])[C:29]=4[CH3:30])=[O:32])=[CH:23][CH:22]=3)=[CH:8][CH:9]=[N:10]2)=[CH:15][CH:14]=1. The yield is 0.332.